This data is from Full USPTO retrosynthesis dataset with 1.9M reactions from patents (1976-2016). The task is: Predict the reactants needed to synthesize the given product. (1) Given the product [CH2:42]([N:44]([CH2:47][CH3:48])[CH2:45][CH2:46][O:39][C:38]1[CH:37]=[CH:36][C:4]([CH2:5][N:7]([CH:33]([CH3:35])[CH3:34])[C:8]2[CH:13]=[C:12]([O:14][CH3:15])[CH:11]=[CH:10][C:9]=2[C@@H:16]2[CH2:25][CH2:24][C:23]3[CH:22]=[C:21]([OH:26])[CH:20]=[CH:19][C:18]=3[CH2:17]2)=[CH:3][C:2]=1[F:1])[CH3:41], predict the reactants needed to synthesize it. The reactants are: [F:1][C:2]1[CH:3]=[C:4]([CH:36]=[CH:37][C:38]=1[OH:39])[C:5]([N:7]([CH:33]([CH3:35])[CH3:34])[C:8]1[CH:13]=[C:12]([O:14][CH3:15])[CH:11]=[CH:10][C:9]=1[C@@H:16]1[CH2:25][CH2:24][C:23]2[CH:22]=[C:21]([O:26]C(=O)C(C)(C)C)[CH:20]=[CH:19][C:18]=2[CH2:17]1)=O.Cl[CH2:41][C:42]([N:44]([CH2:47][CH3:48])[CH2:45][CH3:46])=O. (2) Given the product [F:18][C:19]1[CH:20]=[N:21][CH:22]=[C:23]([F:38])[C:24]=1[C:2]1[C:3]([C:12]2[CH:13]=[N:14][CH:15]=[CH:16][CH:17]=2)=[N:4][C:5]([NH2:11])=[C:6]([N+:8]([O-:10])=[O:9])[CH:7]=1, predict the reactants needed to synthesize it. The reactants are: Br[C:2]1[C:3]([C:12]2[CH:13]=[N:14][CH:15]=[CH:16][CH:17]=2)=[N:4][C:5]([NH2:11])=[C:6]([N+:8]([O-:10])=[O:9])[CH:7]=1.[F:18][C:19]1[CH:20]=[N:21][CH:22]=[C:23]([F:38])[C:24]=1[Sn](CCCC)(CCCC)CCCC. (3) Given the product [Br:1][C:2]1[CH:3]=[C:4]([CH:13]2[CH2:15][CH2:14]2)[C:5]([O:9][CH2:10][CH2:11][CH3:12])=[C:6]([NH:7][C:26]([NH:25][C:22]2[CH:23]=[CH:24][C:19]([CH:16]3[CH2:17][CH2:18]3)=[CH:20][CH:21]=2)=[O:27])[CH:8]=1, predict the reactants needed to synthesize it. The reactants are: [Br:1][C:2]1[CH:3]=[C:4]([CH:13]2[CH2:15][CH2:14]2)[C:5]([O:9][CH2:10][CH2:11][CH3:12])=[C:6]([CH:8]=1)[NH2:7].[CH:16]1([C:19]2[CH:24]=[CH:23][C:22]([N:25]=[C:26]=[O:27])=[CH:21][CH:20]=2)[CH2:18][CH2:17]1. (4) Given the product [F:18][C:15]([F:16])([F:17])[C:13]1[CH:12]=[N:11][N:10]([C:7]2[N:8]=[CH:9][C:4]([NH2:1])=[CH:5][N:6]=2)[CH:14]=1, predict the reactants needed to synthesize it. The reactants are: [N+:1]([C:4]1[CH:5]=[N:6][C:7]([N:10]2[CH:14]=[C:13]([C:15]([F:18])([F:17])[F:16])[CH:12]=[N:11]2)=[N:8][CH:9]=1)([O-])=O. (5) Given the product [OH2:23].[F:1][C:2]1[CH:3]=[CH:4][C:5]([CH2:6][CH2:7][NH:8][C:9](=[N:11][C:12]2[CH:20]=[C:19]3[C:15]([CH2:16][C@@H:17]([OH:36])[C@@H:18]3[NH:21][C:22]([C:24]3[CH:29]=[CH:28][C:27]([C:30]4[CH:31]=[CH:32][CH:33]=[CH:34][CH:35]=4)=[CH:26][CH:25]=3)=[O:23])=[CH:14][CH:13]=2)[CH3:10])=[CH:37][CH:38]=1.[C:27]1([C:30]2[CH:31]=[CH:32][CH:33]=[CH:34][CH:35]=2)[CH:26]=[CH:25][C:24]([C:22]([NH:21][C@@H:18]2[C:19]3[C:15](=[CH:14][CH:13]=[C:12]([N:11]=[C:9]([NH:8][CH2:7][CH2:6][C:5]4[CH:37]=[CH:38][C:2]([F:1])=[CH:3][CH:4]=4)[CH3:10])[CH:20]=3)[CH2:16][C@H:17]2[OH:36])=[O:23])=[CH:29][CH:28]=1, predict the reactants needed to synthesize it. The reactants are: [F:1][C:2]1[CH:38]=[CH:37][C:5]([CH2:6][CH2:7][NH:8][C:9](=[N:11][C:12]2[CH:20]=[C:19]3[C:15]([CH2:16][C@@H:17]([OH:36])[C@@H:18]3[NH:21][C:22]([C:24]3[CH:29]=[CH:28][C:27]([C:30]4[CH:35]=[CH:34][CH:33]=[CH:32][CH:31]=4)=[CH:26][CH:25]=3)=[O:23])=[CH:14][CH:13]=2)[CH3:10])=[CH:4][CH:3]=1.